Dataset: Catalyst prediction with 721,799 reactions and 888 catalyst types from USPTO. Task: Predict which catalyst facilitates the given reaction. (1) Reactant: [CH3:1][O:2][C:3](=[O:14])[C:4]1[CH:9]=[CH:8][CH:7]=[C:6]([N+:10]([O-])=O)[C:5]=1[NH2:13]. Product: [CH3:1][O:2][C:3](=[O:14])[C:4]1[CH:9]=[CH:8][CH:7]=[C:6]([NH2:10])[C:5]=1[NH2:13]. The catalyst class is: 256. (2) Reactant: N#N.[C:3]([Si:7]([CH3:19])([CH3:18])[O:8][CH:9]([C:11]1[O:12][C:13]([CH2:16]Cl)=[CH:14][N:15]=1)[CH3:10])([CH3:6])([CH3:5])[CH3:4].[N+:20]([C:23]1[NH:27][N:26]=[CH:25][CH:24]=1)([O-:22])=[O:21].[Br-].C([O-])([O-])=O.[K+].[K+]. Product: [C:3]([Si:7]([CH3:19])([CH3:18])[O:8][CH:9]([C:11]1[O:12][C:13]([CH2:16][N:26]2[CH:25]=[CH:24][C:23]([N+:20]([O-:22])=[O:21])=[N:27]2)=[CH:14][N:15]=1)[CH3:10])([CH3:6])([CH3:5])[CH3:4]. The catalyst class is: 21.